Dataset: Reaction yield outcomes from USPTO patents with 853,638 reactions. Task: Predict the reaction yield, written as a fraction of the theoretical maximum amount of product (1.0 means a 100% yield; for example, 0.34 means a 34% yield). (1) The reactants are Br[C:2]1[CH:3]=[N:4][C:5]([N:10]2[CH2:15][CH2:14][N:13]([C:16]3[N:21]=[CH:20][C:19]([CH2:22][CH3:23])=[CH:18][N:17]=3)[CH2:12][C@@H:11]2[CH3:24])=[C:6]([CH:9]=1)[C:7]#[N:8].C([O-])(=O)C.[K+].[B:30]1([B:30]2[O:34][C:33]([CH3:36])([CH3:35])[C:32]([CH3:38])([CH3:37])[O:31]2)[O:34][C:33]([CH3:36])([CH3:35])[C:32]([CH3:38])([CH3:37])[O:31]1. The catalyst is O1CCOCC1.C1(P(C2C=CC=CC=2)[C-]2C=CC=C2)C=CC=CC=1.[C-]1(P(C2C=CC=CC=2)C2C=CC=CC=2)C=CC=C1.[Fe+2].C1C=CC(P(C2C=CC=CC=2)[C-]2C=CC=C2)=CC=1.C1C=CC(P(C2C=CC=CC=2)[C-]2C=CC=C2)=CC=1.Cl[Pd]Cl.[Fe+2]. The product is [CH2:22]([C:19]1[CH:18]=[N:17][C:16]([N:13]2[CH2:14][CH2:15][N:10]([C:5]3[N:4]=[CH:3][C:2]([B:30]4[O:34][C:33]([CH3:36])([CH3:35])[C:32]([CH3:38])([CH3:37])[O:31]4)=[CH:9][C:6]=3[C:7]#[N:8])[C@@H:11]([CH3:24])[CH2:12]2)=[N:21][CH:20]=1)[CH3:23]. The yield is 0.548. (2) The reactants are [CH3:1][C:2]1([CH3:8])[CH2:4][CH:3]1[C:5](O)=[O:6].CN(C)C=O.C(Cl)(=O)C(Cl)=O.Cl.[NH2:21][C:22]1[N:23]=[C:24]2[CH:29]=[CH:28][C:27]([O:30][C:31]3[CH:32]=[CH:33][C:34]([F:47])=[C:35]([NH:37][C:38]([C:40]4[N:44]([CH3:45])[N:43]=[C:42]([CH3:46])[CH:41]=4)=[O:39])[CH:36]=3)=[N:26][N:25]2[CH:48]=1. The catalyst is CN(C)C(=O)C.O1CCCC1. The product is [CH3:1][C:2]1([CH3:8])[CH2:4][CH:3]1[C:5]([NH:21][C:22]1[N:23]=[C:24]2[CH:29]=[CH:28][C:27]([O:30][C:31]3[CH:32]=[CH:33][C:34]([F:47])=[C:35]([NH:37][C:38]([C:40]4[N:44]([CH3:45])[N:43]=[C:42]([CH3:46])[CH:41]=4)=[O:39])[CH:36]=3)=[N:26][N:25]2[CH:48]=1)=[O:6]. The yield is 0.160. (3) The yield is 0.910. The reactants are [CH2:1]([O:8][C:9]1[CH:14]=[C:13]([O:15][CH3:16])[CH:12]=[CH:11][C:10]=1[CH2:17][CH:18]([OH:21])[CH2:19][OH:20])[C:2]1[CH:7]=[CH:6][CH:5]=[CH:4][CH:3]=1.[C:22]1([CH3:32])[CH:27]=[CH:26][C:25]([S:28](Cl)(=[O:30])=[O:29])=[CH:24][CH:23]=1. The product is [CH3:32][C:22]1[CH:27]=[CH:26][C:25]([S:28]([O:20][CH2:19][CH:18]([OH:21])[CH2:17][C:10]2[CH:11]=[CH:12][C:13]([O:15][CH3:16])=[CH:14][C:9]=2[O:8][CH2:1][C:2]2[CH:3]=[CH:4][CH:5]=[CH:6][CH:7]=2)(=[O:30])=[O:29])=[CH:24][CH:23]=1. The catalyst is N1C=CC=CC=1. (4) The reactants are Cl[C:2]1[N:7]=[C:6]([Cl:8])[N:5]=[C:4]([N:9]2[CH2:14][CH2:13][O:12][CH2:11][CH2:10]2)[N:3]=1.[CH3:15][NH:16][C:17]([NH:19][C:20]1[CH:25]=[CH:24][C:23](B2OC(C)(C)C(C)(C)O2)=[CH:22][CH:21]=1)=[O:18].C([O-])([O-])=O.[Na+].[Na+]. The catalyst is COCCOC.C1C=CC([P]([Pd]([P](C2C=CC=CC=2)(C2C=CC=CC=2)C2C=CC=CC=2)([P](C2C=CC=CC=2)(C2C=CC=CC=2)C2C=CC=CC=2)[P](C2C=CC=CC=2)(C2C=CC=CC=2)C2C=CC=CC=2)(C2C=CC=CC=2)C2C=CC=CC=2)=CC=1. The product is [Cl:8][C:6]1[N:5]=[C:4]([N:9]2[CH2:14][CH2:13][O:12][CH2:11][CH2:10]2)[N:3]=[C:2]([C:23]2[CH:22]=[CH:21][C:20]([NH:19][C:17]([NH:16][CH3:15])=[O:18])=[CH:25][CH:24]=2)[N:7]=1. The yield is 0.340. (5) The reactants are [Cl:1][C:2]1[N:11]=[C:10](Cl)[C:9]2[CH2:8][CH2:7][CH2:6][CH:5]([C:13]3[CH:18]=[CH:17][C:16]([F:19])=[CH:15][CH:14]=3)[C:4]=2[N:3]=1.[CH3:20][NH:21][CH2:22][CH3:23]. The catalyst is CO. The product is [Cl:1][C:2]1[N:11]=[C:10]([N:21]([CH2:22][CH3:23])[CH3:20])[C:9]2[CH2:8][CH2:7][CH2:6][CH:5]([C:13]3[CH:18]=[CH:17][C:16]([F:19])=[CH:15][CH:14]=3)[C:4]=2[N:3]=1. The yield is 1.00. (6) The reactants are [F:1][C:2]1[C:7]2[C:8]([C:18](=[O:21])[NH:19][CH3:20])=[C:9]([C:11]3[CH:16]=[CH:15][C:14]([F:17])=[CH:13][CH:12]=3)[O:10][C:6]=2[CH:5]=[CH:4][C:3]=1[C:22]1[C:23]([CH3:33])=[CH:24][C:25]([O:31][CH3:32])=[C:26]([CH:30]=1)[C:27]([OH:29])=O.C(N(C(C)C)C(C)C)C.[NH:43]1[C:51]2[CH:50]=[CH:49][N:48]=[CH:47][C:46]=2[N:45]=[C:44]1[C:52]1([NH2:55])[CH2:54][CH2:53]1.CN(C(ON1N=NC2C=CC=NC1=2)=[N+](C)C)C.F[P-](F)(F)(F)(F)F. The catalyst is CN(C=O)C.C(#N)C. The product is [NH:43]1[C:51]2[CH:50]=[CH:49][N:48]=[CH:47][C:46]=2[N:45]=[C:44]1[C:52]1([NH:55][C:27]([C:26]2[C:25]([O:31][CH3:32])=[CH:24][C:23]([CH3:33])=[C:22]([C:3]3[CH:4]=[CH:5][C:6]4[O:10][C:9]([C:11]5[CH:12]=[CH:13][C:14]([F:17])=[CH:15][CH:16]=5)=[C:8]([C:18]([NH:19][CH3:20])=[O:21])[C:7]=4[C:2]=3[F:1])[CH:30]=2)=[O:29])[CH2:53][CH2:54]1. The yield is 0.480. (7) The reactants are [N:1]1([CH2:6][C:7]2[N:12]=[C:11]([NH:13]C(=O)OC(C)(C)C)[CH:10]=[CH:9][CH:8]=2)[CH2:5][CH2:4][CH2:3][CH2:2]1.FC(F)(F)C(O)=O. The catalyst is ClCCl. The product is [N:1]1([CH2:6][C:7]2[N:12]=[C:11]([NH2:13])[CH:10]=[CH:9][CH:8]=2)[CH2:5][CH2:4][CH2:3][CH2:2]1. The yield is 0.920. (8) The reactants are [CH3:1][N:2]1[CH2:7][CH2:6][CH:5]([NH2:8])[CH2:4][CH2:3]1.C(N(CC)CC)C.[Br:16][C:17]1[S:18][C:19]([C:23](O)=[O:24])=[C:20]([CH3:22])[N:21]=1.Cl.CN(C)CCCN=C=NCC.ON1C2C=CC=CC=2N=N1. The catalyst is O1CCCC1. The product is [CH3:1][N:2]1[CH2:7][CH2:6][CH:5]([NH:8][C:23]([C:19]2[S:18][C:17]([Br:16])=[N:21][C:20]=2[CH3:22])=[O:24])[CH2:4][CH2:3]1. The yield is 0.870. (9) The reactants are ClC(Cl)(O[C:5](=[O:11])OC(Cl)(Cl)Cl)Cl.Cl.[Cl:14][C:15]1[CH:20]=[CH:19][C:18]([C:21]2[N:22]=[C:23]([CH:33]3[CH2:38][CH2:37][NH:36][CH2:35][CH2:34]3)[S:24][C:25]=2[C:26]2[CH:31]=[CH:30][C:29]([CH3:32])=[CH:28][CH:27]=2)=[CH:17][CH:16]=1.C(N(CC)CC)C.Cl.[CH3:47][NH:48][OH:49].[Cl-].[NH4+]. The catalyst is ClCCl.O. The product is [Cl:14][C:15]1[CH:20]=[CH:19][C:18]([C:21]2[N:22]=[C:23]([CH:33]3[CH2:38][CH2:37][N:36]([C:5](=[O:11])[N:48]([OH:49])[CH3:47])[CH2:35][CH2:34]3)[S:24][C:25]=2[C:26]2[CH:31]=[CH:30][C:29]([CH3:32])=[CH:28][CH:27]=2)=[CH:17][CH:16]=1. The yield is 0.340. (10) The yield is 0.940. The product is [O:15]1[CH:17]=[CH:16][C:13]([C:11]2([CH3:30])[O:10][CH2:8][CH2:9][O:12]2)=[CH:14]1. The reactants are C[N+]1(CCCS([O-])(=O)=O)[C@@H]2C[C@@H:8]([O:10][C:11]([CH:13]([C:16]3[CH:17]=CC=CC=3)[CH2:14][OH:15])=[O:12])[CH2:9][C@H]1CC2.O.[C:30]1(C)C=CC(S(O)(=O)=O)=CC=1.C(O)CO. The catalyst is C1C=CC=CC=1.